Task: Predict the product of the given reaction.. Dataset: Forward reaction prediction with 1.9M reactions from USPTO patents (1976-2016) (1) Given the reactants [O:1]=[C:2]1[CH2:7][N:6]([S:8]([C:11]2[S:12][CH:13]=[CH:14][CH:15]=2)(=[O:10])=[O:9])[CH2:5][CH2:4][N:3]1[C:16]([O:18][C:19]([CH3:22])([CH3:21])[CH3:20])=[O:17].[C:23]([Mg]Br)#[C:24][CH3:25], predict the reaction product. The product is: [O:1]=[C:2]([C:23]#[C:24][CH3:25])[CH2:7][N:6]([S:8]([C:11]1[S:12][CH:13]=[CH:14][CH:15]=1)(=[O:10])=[O:9])[CH2:5][CH2:4][NH:3][C:16](=[O:17])[O:18][C:19]([CH3:22])([CH3:21])[CH3:20]. (2) Given the reactants [C@H:1]1([N:10]2[CH:15]=[CH:14][CH:13]=[C:12]([C:16]([OH:18])=O)[C:11]2=[O:19])[C:9]2[C:4](=[CH:5][CH:6]=[CH:7][CH:8]=2)[CH2:3][CH2:2]1.CC[N:22]([CH:26]([CH3:28])C)[CH:23]([CH3:25])C.[CH3:29][N:30](C(ON1N=NC2C=CC=CC1=2)=[N+](C)C)C.F[P-](F)(F)(F)(F)F, predict the reaction product. The product is: [C@H:1]1([N:10]2[CH:15]=[CH:14][CH:13]=[C:12]([C:16]([NH:30][C:29]3[CH:25]=[CH:23][N:22]=[CH:26][CH:28]=3)=[O:18])[C:11]2=[O:19])[C:9]2[C:4](=[CH:5][CH:6]=[CH:7][CH:8]=2)[CH2:3][CH2:2]1. (3) Given the reactants [CH2:1]1[C:11]2[C:6](=[CH:7][CH:8]=[CH:9][CH:10]=2)[NH:5][C:3](=[O:4])[CH2:2]1.O.[N+:13]([O-])([OH:15])=[O:14], predict the reaction product. The product is: [N+:13]([C:8]1[CH:7]=[C:1]2[C:11](=[CH:10][CH:9]=1)[CH2:6][NH:5][C:3](=[O:4])[CH2:2]2)([O-:15])=[O:14]. (4) Given the reactants C([O:8][C:9]1[CH:18]=[CH:17][CH:16]=[C:15]2[C:10]=1[CH2:11][CH2:12][CH2:13][CH:14]2[C:19]([N:21]([C:36]1[CH:41]=[CH:40][C:39]([CH:42]([CH3:44])[CH3:43])=[CH:38][CH:37]=1)[CH2:22][C:23]1[CH:24]=[N:25][C:26]([O:29][C:30]2[CH:35]=[CH:34][CH:33]=[CH:32][CH:31]=2)=[CH:27][CH:28]=1)=[O:20])C1C=CC=CC=1.C([O-])=O.[NH4+], predict the reaction product. The product is: [OH:8][C:9]1[CH:18]=[CH:17][CH:16]=[C:15]2[C:10]=1[CH2:11][CH2:12][CH2:13][CH:14]2[C:19]([N:21]([C:36]1[CH:41]=[CH:40][C:39]([CH:42]([CH3:44])[CH3:43])=[CH:38][CH:37]=1)[CH2:22][C:23]1[CH:24]=[N:25][C:26]([O:29][C:30]2[CH:31]=[CH:32][CH:33]=[CH:34][CH:35]=2)=[CH:27][CH:28]=1)=[O:20]. (5) Given the reactants [F:1][C:2]1[CH:3]=[C:4]2[C:8](=[CH:9][CH:10]=1)[NH:7][C:6]([CH2:11][N:12]1[CH2:18][CH2:17][CH2:16][N:15](C(OC(C)(C)C)=O)[CH2:14][CH2:13]1)=[CH:5]2.C(O)(C(F)(F)F)=O, predict the reaction product. The product is: [N:12]1([CH2:11][C:6]2[NH:7][C:8]3[C:4]([CH:5]=2)=[CH:3][C:2]([F:1])=[CH:10][CH:9]=3)[CH2:18][CH2:17][CH2:16][NH:15][CH2:14][CH2:13]1. (6) Given the reactants [C:1]([O:5][C:6]([N:8]1[CH2:27][CH2:26][C:10]2([N:13](C(OCC3C=CC=CC=3)=O)[CH2:12][C:11]2([F:25])[F:24])[CH2:9]1)=[O:7])([CH3:4])([CH3:3])[CH3:2], predict the reaction product. The product is: [C:1]([O:5][C:6]([N:8]1[CH2:27][CH2:26][C:10]2([NH:13][CH2:12][C:11]2([F:24])[F:25])[CH2:9]1)=[O:7])([CH3:4])([CH3:2])[CH3:3].